The task is: Predict the reactants needed to synthesize the given product.. This data is from Full USPTO retrosynthesis dataset with 1.9M reactions from patents (1976-2016). The reactants are: [Cl:1][C:2]1[CH:7]=[CH:6][C:5]([C:8]2[N:12]([CH2:13][C:14]3[CH:19]=[CH:18][CH:17]=[C:16]([F:20])[CH:15]=3)[C:11](=[O:21])[N:10]([CH2:22][C:23]([O:25]C)=[O:24])[N:9]=2)=[C:4]([O:27][CH3:28])[CH:3]=1.[OH-].[Li+].O. Given the product [Cl:1][C:2]1[CH:7]=[CH:6][C:5]([C:8]2[N:12]([CH2:13][C:14]3[CH:19]=[CH:18][CH:17]=[C:16]([F:20])[CH:15]=3)[C:11](=[O:21])[N:10]([CH2:22][C:23]([OH:25])=[O:24])[N:9]=2)=[C:4]([O:27][CH3:28])[CH:3]=1, predict the reactants needed to synthesize it.